This data is from Catalyst prediction with 721,799 reactions and 888 catalyst types from USPTO. The task is: Predict which catalyst facilitates the given reaction. Reactant: [CH3:1][N:2]1[C:7](=[O:8])[C:6]2=[CH:9][NH:10][CH:11]=[C:5]2[C:4]([CH2:12][CH:13]([CH3:15])[CH3:14])=[N:3]1.[H-].[Na+].[CH2:18](Br)[C:19]1[CH:24]=[CH:23][CH:22]=[CH:21][CH:20]=1.[I-].[K+].Cl. Product: [CH3:1][N:2]1[C:7](=[O:8])[C:6]2=[CH:9][N:10]([CH2:18][C:19]3[CH:24]=[CH:23][CH:22]=[CH:21][CH:20]=3)[CH:11]=[C:5]2[C:4]([CH2:12][CH:13]([CH3:15])[CH3:14])=[N:3]1. The catalyst class is: 9.